The task is: Predict the product of the given reaction.. This data is from Forward reaction prediction with 1.9M reactions from USPTO patents (1976-2016). (1) Given the reactants C([BH3-])#N.[Na+].[NH2:5][C:6]1[CH:11]=[CH:10][CH:9]=[CH:8][C:7]=1[C:12]([OH:17])([CH2:15][CH3:16])[CH2:13][CH3:14].C(O)(=O)C.[C:22]([O:26][C:27](=[O:35])[NH:28][C:29]([CH3:34])([CH3:33])[CH2:30][CH:31]=O)([CH3:25])([CH3:24])[CH3:23].Cl.N, predict the reaction product. The product is: [C:22]([O:26][C:27](=[O:35])[NH:28][C:29]([CH3:34])([CH3:33])[CH2:30][CH2:31][NH:5][C:6]1[CH:11]=[CH:10][CH:9]=[CH:8][C:7]=1[C:12]([CH2:15][CH3:16])([OH:17])[CH2:13][CH3:14])([CH3:25])([CH3:24])[CH3:23]. (2) Given the reactants [CH3:1][O:2][C@H:3]1[C@H:8]([NH:9][C:10](=[O:16])[O:11][C:12]([CH3:15])([CH3:14])[CH3:13])[CH:7]=[C:6]([C:17]2[CH:22]=[CH:21][N:20]=[CH:19][C:18]=2[N+:23]([O-])=O)[CH2:5][C@@H:4]1[CH3:26], predict the reaction product. The product is: [NH2:23][C:18]1[CH:19]=[N:20][CH:21]=[CH:22][C:17]=1[C@@H:6]1[CH2:7][C@H:8]([NH:9][C:10](=[O:16])[O:11][C:12]([CH3:13])([CH3:14])[CH3:15])[C@@H:3]([O:2][CH3:1])[C@H:4]([CH3:26])[CH2:5]1.[NH2:23][C:18]1[CH:19]=[N:20][CH:21]=[CH:22][C:17]=1[C@H:6]1[CH2:7][C@@H:8]([NH:9][C:10](=[O:16])[O:11][C:12]([CH3:13])([CH3:14])[CH3:15])[C@H:3]([O:2][CH3:1])[C@@H:4]([CH3:26])[CH2:5]1. (3) Given the reactants [OH:1][C:2]1[CH:22]=[C:21]([OH:23])[CH:20]=[CH:19][C:3]=1[C:4]([NH:6][CH2:7][C:8]1[NH:12][N:11]=[C:10]([C:13]2[CH:18]=[CH:17][N:16]=[CH:15][CH:14]=2)[N:9]=1)=[O:5].[C:24](Cl)(=[O:28])[CH:25]([CH3:27])[CH3:26], predict the reaction product. The product is: [C:24]([O:23][C:21]1[CH:20]=[CH:19][C:3]([C:4](=[O:5])[NH:6][CH2:7][C:8]2[NH:12][N:11]=[C:10]([C:13]3[CH:14]=[CH:15][N:16]=[CH:17][CH:18]=3)[N:9]=2)=[C:2]([OH:1])[CH:22]=1)(=[O:28])[CH:25]([CH3:27])[CH3:26]. (4) Given the reactants [NH2:1][C:2]1[C:3]([C:13]([OH:15])=O)=[N:4][C:5]([Br:12])=[C:6]([C:8]([F:11])([F:10])[F:9])[N:7]=1.[NH:16]1[CH:20]=[CH:19][N:18]=[C:17]1[CH:21]([CH3:24])[CH2:22][NH2:23].NCCC1N=CNC=1, predict the reaction product. The product is: [NH:16]1[CH:20]=[CH:19][N:18]=[C:17]1[CH:21]([CH3:24])[CH2:22][NH:23][C:13]([C:3]1[C:2]([NH2:1])=[N:7][C:6]([C:8]([F:9])([F:10])[F:11])=[C:5]([Br:12])[N:4]=1)=[O:15]. (5) Given the reactants [C:1]([C:5]1[C:19]([OH:20])=[CH:18][C:8]2[CH2:9][C:10]3([O:17][C:7]=2[CH:6]=1)[CH2:16][CH2:15][CH2:14][CH2:13][CH2:12][CH2:11]3)([CH3:4])([CH3:3])[CH3:2].[H-].[Na+].[CH2:23](Br)[CH:24]=[CH2:25].[Cl-].[NH4+], predict the reaction product. The product is: [C:1]([C:5]1[C:19]([O:20][CH2:25][CH:24]=[CH2:23])=[CH:18][C:8]2[CH2:9][C:10]3([O:17][C:7]=2[CH:6]=1)[CH2:16][CH2:15][CH2:14][CH2:13][CH2:12][CH2:11]3)([CH3:4])([CH3:2])[CH3:3].